Task: Predict the reaction yield, written as a fraction of the theoretical maximum amount of product (1.0 means a 100% yield; for example, 0.34 means a 34% yield).. Dataset: Reaction yield outcomes from USPTO patents with 853,638 reactions (1) The reactants are [F:1][C:2]1[CH:11]=[C:10]([NH:12][S:13]([C:16]2[CH:21]=[CH:20][C:19](I)=[CH:18][CH:17]=2)(=[O:15])=[O:14])[CH:9]=[C:8]([F:23])[C:3]=1[C:4]([O:6]C)=[O:5].P([O-])([O-])([O-])=O.[K+].[K+].[K+].[NH:32]1[CH:36]=[N:35][CH:34]=[N:33]1.CN[C@@H]1CCCC[C@H]1NC.[OH-].[Na+].Cl. The catalyst is CN1CCCC1=O.O.CO.[Cu]I. The product is [F:1][C:2]1[CH:11]=[C:10]([NH:12][S:13]([C:16]2[CH:21]=[CH:20][C:19]([N:32]3[CH:36]=[N:35][CH:34]=[N:33]3)=[CH:18][CH:17]=2)(=[O:15])=[O:14])[CH:9]=[C:8]([F:23])[C:3]=1[C:4]([OH:6])=[O:5]. The yield is 0.140. (2) The reactants are [N+](C(C1C=CC2C(=CC=C(O[C@H]3CC[C@H](C(F)(F)F)CC3)C=2)C=1)(C)CCC(O)=O)([O-])=O.C[O:33][C:34](=[O:67])[CH2:35][CH2:36][C:37]([N+:64]([O-:66])=[O:65])([C:39]1[CH:48]=[CH:47][C:46]2[C:41](=[CH:42][CH:43]=[C:44]([O:53][C@H:54]3[CH2:59][CH2:58][C@@H:57]([C:60]([F:63])([F:62])[F:61])[CH2:56][CH2:55]3)[C:45]=2[C:49]([F:52])([F:51])[F:50])[CH:40]=1)[CH3:38]. No catalyst specified. The product is [N+:64]([C:37]([C:39]1[CH:48]=[CH:47][C:46]2[C:41](=[CH:42][CH:43]=[C:44]([O:53][C@H:54]3[CH2:55][CH2:56][C@@H:57]([C:60]([F:61])([F:62])[F:63])[CH2:58][CH2:59]3)[C:45]=2[C:49]([F:50])([F:51])[F:52])[CH:40]=1)([CH3:38])[CH2:36][CH2:35][C:34]([OH:67])=[O:33])([O-:66])=[O:65]. The yield is 0.930. (3) The reactants are [Si]([O:8][CH2:9][CH2:10][CH2:11][C:12]1([C:23]2[CH:28]=[CH:27][C:26]([O:29][CH3:30])=[CH:25][CH:24]=2)[C:20]2[C:15](=[CH:16][C:17]([C:21]#[N:22])=[CH:18][CH:19]=2)[CH2:14][O:13]1)(C(C)(C)C)(C)C.O1CCCC1.[F-].C([N+](CCCC)(CCCC)CCCC)CCC. The catalyst is O1CCCC1.C(OC(=O)C)C. The product is [OH:8][CH2:9][CH2:10][CH2:11][C:12]1([C:23]2[CH:24]=[CH:25][C:26]([O:29][CH3:30])=[CH:27][CH:28]=2)[C:20]2[C:15](=[CH:16][C:17]([C:21]#[N:22])=[CH:18][CH:19]=2)[CH2:14][O:13]1. The yield is 0.600. (4) The reactants are [CH2:1]([O:3][C:4](=[O:16])[C:5]#[C:6][C:7]1[CH:15]=[CH:14][C:10]2[O:11][CH2:12][O:13][C:9]=2[CH:8]=1)[CH3:2].[C:17]([O:21][C:22]([N:24]1[C:33]2[C:28](=[CH:29][CH:30]=[C:31]([CH2:34][CH2:35][O:36][C:37]3[CH:38]=[C:39]4[C:43](=[CH:44][CH:45]=3)[NH:42][CH:41]=[CH:40]4)[N:32]=2)[CH2:27][CH2:26][CH2:25]1)=[O:23])([CH3:20])([CH3:19])[CH3:18]. No catalyst specified. The product is [C:17]([O:21][C:22]([N:24]1[C:33]2[C:28](=[CH:29][CH:30]=[C:31]([CH2:34][CH2:35][O:36][C:37]3[CH:38]=[C:39]4[C:43](=[CH:44][CH:45]=3)[N:42]([C:6]([C:7]3[CH:15]=[CH:14][C:10]5[O:11][CH2:12][O:13][C:9]=5[CH:8]=3)=[CH:5][C:4]([O:3][CH2:1][CH3:2])=[O:16])[CH:41]=[CH:40]4)[N:32]=2)[CH2:27][CH2:26][CH2:25]1)=[O:23])([CH3:20])([CH3:18])[CH3:19]. The yield is 0.390. (5) The reactants are [Cl:1][C:2]1[C:7]([C:8]([O:10][CH3:11])=[O:9])=[CH:6][N:5]=[C:4](Cl)[CH:3]=1.[CH3:13]B1OB(C)OB(C)O1.C([O-])([O-])=O.[Cs+].[Cs+]. The catalyst is O1CCOCC1.O.C1C=CC(P(C2C=CC=CC=2)[C-]2C=CC=C2)=CC=1.C1C=CC(P(C2C=CC=CC=2)[C-]2C=CC=C2)=CC=1.Cl[Pd]Cl.[Fe+2].C(Cl)Cl. The product is [Cl:1][C:2]1[C:7]([C:8]([O:10][CH3:11])=[O:9])=[CH:6][N:5]=[C:4]([CH3:13])[CH:3]=1. The yield is 0.220. (6) The reactants are [CH2:1]([O:8][C:9]([NH:11][CH2:12][CH:13]1[CH2:18][CH2:17][CH:16]([C:19]([OH:21])=O)[CH2:15][CH2:14]1)=[O:10])[C:2]1[CH:7]=[CH:6][CH:5]=[CH:4][CH:3]=1.CN(C(ON1N=[N:37][C:32]2[CH:33]=[CH:34][CH:35]=[CH:36][C:31]1=2)=[N+](C)C)C.[B-](F)(F)(F)F.C1C=CC2N([OH:53])N=NC=2C=1.C(N(CC)CC)C.CN([CH:64]=[O:65])C. The catalyst is O. The product is [CH2:1]([O:8][C:9]([NH:11][CH2:12][CH:13]1[CH2:14][CH2:15][CH:16]([C:19]([NH:37][C@H:32]([C:31]([O:65][CH3:64])=[O:53])[CH2:33][CH2:34][CH2:35][CH3:36])=[O:21])[CH2:17][CH2:18]1)=[O:10])[C:2]1[CH:3]=[CH:4][CH:5]=[CH:6][CH:7]=1. The yield is 0.770. (7) The reactants are [CH3:1][Si](C=[N+]=[N-])(C)C.[N+:8]([C:11]1[CH:12]=[C:13]([CH:36]=[CH:37][CH:38]=1)[CH2:14][C:15]1[C:16](=[O:35])[O:17][C:18]2[CH:28]=[C:27]([O:29][C:30](=[O:34])[N:31]([CH3:33])[CH3:32])[CH:26]=[CH:25][C:19]=2[C:20]=1[CH2:21][C:22]([OH:24])=[O:23])([O-:10])=[O:9].ClCCl. The catalyst is CO. The product is [CH3:1][O:23][C:22](=[O:24])[CH2:21][C:20]1[C:19]2[CH:25]=[CH:26][C:27]([O:29][C:30](=[O:34])[N:31]([CH3:32])[CH3:33])=[CH:28][C:18]=2[O:17][C:16](=[O:35])[C:15]=1[CH2:14][C:13]1[CH:36]=[CH:37][CH:38]=[C:11]([N+:8]([O-:10])=[O:9])[CH:12]=1. The yield is 0.940. (8) The reactants are [CH3:1][O:2][C:3]1[CH:4]=[C:5]2[C:10](=[CH:11][CH:12]=1)[CH2:9][NH:8][CH2:7][C:6]2([CH3:14])[CH3:13].[CH:15](O)=[O:16].Cl.CN(C)CCCN=C=NCC. The catalyst is ClCCl.C(Cl)(Cl)Cl. The product is [CH3:1][O:2][C:3]1[CH:4]=[C:5]2[C:10](=[CH:11][CH:12]=1)[CH2:9][N:8]([CH:15]=[O:16])[CH2:7][C:6]2([CH3:14])[CH3:13]. The yield is 0.900.